Dataset: Full USPTO retrosynthesis dataset with 1.9M reactions from patents (1976-2016). Task: Predict the reactants needed to synthesize the given product. The reactants are: [C:1]([O:5][C:6]([N:8]1[CH2:12][CH2:11][CH2:10][CH:9]1[C:13]1[N:14]([CH2:38][O:39][CH2:40][CH2:41][Si:42]([CH3:45])([CH3:44])[CH3:43])[C:15]([C:18]2[CH:23]=[CH:22][C:21]([C:24]3[CH:29]=[CH:28][N:27]=[C:26]([O:30]CC4C=CC=CC=4)[CH:25]=3)=[CH:20][CH:19]=2)=[CH:16][N:17]=1)=[O:7])([CH3:4])([CH3:3])[CH3:2]. Given the product [C:1]([O:5][C:6]([N:8]1[CH2:12][CH2:11][CH2:10][CH:9]1[C:13]1[N:14]([CH2:38][O:39][CH2:40][CH2:41][Si:42]([CH3:45])([CH3:44])[CH3:43])[C:15]([C:18]2[CH:23]=[CH:22][C:21]([C:24]3[CH:29]=[CH:28][NH:27][C:26](=[O:30])[CH:25]=3)=[CH:20][CH:19]=2)=[CH:16][N:17]=1)=[O:7])([CH3:4])([CH3:3])[CH3:2], predict the reactants needed to synthesize it.